This data is from Catalyst prediction with 721,799 reactions and 888 catalyst types from USPTO. The task is: Predict which catalyst facilitates the given reaction. (1) Reactant: Br[C:2]1[C:7]([O:8][CH3:9])=[CH:6][C:5]([CH:10]([O:12][CH3:13])[CH3:11])=[CH:4][C:3]=1[O:14][CH3:15].C([Li])CCC.[B:21](OC)([O:24]C)[O:22]C.[Cl-].[NH4+]. Product: [CH3:15][O:14][C:3]1[CH:4]=[C:5]([CH:10]([O:12][CH3:13])[CH3:11])[CH:6]=[C:7]([O:8][CH3:9])[C:2]=1[B:21]([OH:24])[OH:22]. The catalyst class is: 7. (2) Reactant: O1CCCC1.[C:6]([C:8]1[CH:9]=[CH:10][C:11]([NH2:14])=[N:12][CH:13]=1)#[CH:7].[O:15]([C:22]1[CH:27]=[CH:26][C:25]([CH2:28][C:29](Cl)=[N:30][OH:31])=[CH:24][N:23]=1)[C:16]1[CH:21]=[CH:20][CH:19]=[CH:18][CH:17]=1.C(N(CC)CC)C. Product: [O:15]([C:22]1[N:23]=[CH:24][C:25]([CH2:28][C:29]2[CH:7]=[C:6]([C:8]3[CH:9]=[CH:10][C:11]([NH2:14])=[N:12][CH:13]=3)[O:31][N:30]=2)=[CH:26][CH:27]=1)[C:16]1[CH:17]=[CH:18][CH:19]=[CH:20][CH:21]=1. The catalyst class is: 6.